This data is from Forward reaction prediction with 1.9M reactions from USPTO patents (1976-2016). The task is: Predict the product of the given reaction. (1) Given the reactants C(OC([N:8]1[CH2:13][CH2:12][CH:11]([NH:14][C:15]2[N:20]=[CH:19][C:18]([O:21][CH2:22][C:23]#N)=[CH:17][N:16]=2)[CH2:10][CH2:9]1)=O)(C)(C)C.[C:25]([O:29]C(N1CCC(NC2N=CC(O)=CN=2)CC1)=O)(C)(C)C.BrCCCOC1CCCCO1.C(=O)([O-])[O-].[K+].[K+].FC(F)(F)C(O)=O.N1CCC(NC2N=CC(OCC#N)=CN=2)CC1, predict the reaction product. The product is: [NH:8]1[CH2:9][CH2:10][CH:11]([NH:14][C:15]2[N:16]=[CH:17][C:18]([O:21][CH2:22][CH2:23][CH2:25][OH:29])=[CH:19][N:20]=2)[CH2:12][CH2:13]1. (2) The product is: [CH3:73][O:72][C:70](=[O:71])[CH2:69][O:68][C:67]1[CH:74]=[CH:75][C:64]([NH:63][C:30]([C@@H:20]2[NH:19][C@@H:18]([CH2:33][C:34]([CH3:36])([CH3:37])[CH3:35])[C@:17]3([C:12]4[C:13](=[CH:14][C:9]([Cl:8])=[CH:10][CH:11]=4)[NH:15][C:16]3=[O:38])[C@H:21]2[C:22]2[CH:27]=[CH:26][CH:25]=[C:24]([Cl:28])[C:23]=2[F:29])=[O:32])=[CH:65][CH:66]=1. Given the reactants FC(F)(F)C(O)=O.[Cl:8][C:9]1[CH:14]=[C:13]2[NH:15][C:16](=[O:38])[C:17]3([CH:21]([C:22]4[CH:27]=[CH:26][CH:25]=[C:24]([Cl:28])[C:23]=4[F:29])[CH:20]([C:30]([OH:32])=O)[NH:19][CH:18]3[CH2:33][C:34]([CH3:37])([CH3:36])[CH3:35])[C:12]2=[CH:11][CH:10]=1.C(N(C(C)C)CC)(C)C.C1(P(Cl)(C2C=CC=CC=2)=O)C=CC=CC=1.[NH2:63][C:64]1[CH:75]=[CH:74][C:67]([O:68][CH2:69][C:70]([O:72][CH3:73])=[O:71])=[CH:66][CH:65]=1, predict the reaction product. (3) Given the reactants [Si:1]([O:8][C@@H:9]1[CH2:14][CH2:13][C@H:12]([NH:15][C:16](=[O:33])[C@@H:17]([NH:22][C:23](=[O:32])[O:24][CH2:25][C:26]2[CH:31]=[CH:30][CH:29]=[CH:28][CH:27]=2)[CH2:18][CH2:19]SC)[C@H:11]([CH2:34][CH2:35][CH3:36])[CH2:10]1)([C:4]([CH3:7])([CH3:6])[CH3:5])([CH3:3])[CH3:2].[H-].[Na+], predict the reaction product. The product is: [Si:1]([O:8][C@@H:9]1[CH2:14][CH2:13][C@H:12]([N:15]2[CH2:19][CH2:18][C@H:17]([NH:22][C:23](=[O:32])[O:24][CH2:25][C:26]3[CH:31]=[CH:30][CH:29]=[CH:28][CH:27]=3)[C:16]2=[O:33])[C@H:11]([CH2:34][CH2:35][CH3:36])[CH2:10]1)([C:4]([CH3:7])([CH3:6])[CH3:5])([CH3:3])[CH3:2]. (4) Given the reactants [NH2:1][C:2]1[C:7]([C:8]#[N:9])=[CH:6][CH:5]=[CH:4][N:3]=1.C([O-])([O-])=O.[Na+].[Na+].[Br:16]Br, predict the reaction product. The product is: [NH2:1][C:2]1[C:7]([C:8]#[N:9])=[CH:6][C:5]([Br:16])=[CH:4][N:3]=1. (5) Given the reactants [C:1]([O:5][C:6]([NH:8][C@@H:9]1[CH2:12][C@H:11]([C:13]([OH:15])=O)[C:10]1([CH3:17])[CH3:16])=[O:7])([CH3:4])([CH3:3])[CH3:2].C1C=CC2N(O)N=NC=2C=1.Cl.[NH2:29][CH2:30][CH2:31][C:32]([O:34][CH3:35])=[O:33].CCN(CC)CC, predict the reaction product. The product is: [C:1]([O:5][C:6]([NH:8][C@@H:9]1[CH2:12][C@H:11]([C:13]([NH:29][CH2:30][CH2:31][C:32]([O:34][CH3:35])=[O:33])=[O:15])[C:10]1([CH3:17])[CH3:16])=[O:7])([CH3:2])([CH3:3])[CH3:4]. (6) Given the reactants [N+:1]([C:4]1[CH:12]=[C:7]2[CH2:8][NH:9][CH2:10][CH2:11][N:6]2[N:5]=1)([O-:3])=[O:2].[O:13]1[CH2:16][C:15](=O)[CH2:14]1.[BH3-]C#N.[Na+].O, predict the reaction product. The product is: [N+:1]([C:4]1[CH:12]=[C:7]2[CH2:8][N:9]([CH:15]3[CH2:16][O:13][CH2:14]3)[CH2:10][CH2:11][N:6]2[N:5]=1)([O-:3])=[O:2].